This data is from Catalyst prediction with 721,799 reactions and 888 catalyst types from USPTO. The task is: Predict which catalyst facilitates the given reaction. (1) Reactant: [C:1]([NH:7][C:8]1[N:9]=[C:10](C2N=CNN=2)[C:11]2[CH:17]=[C:16]([Br:18])[CH:15]=[N:14][C:12]=2[N:13]=1)(=[O:6])[C:2]([CH3:5])([CH3:4])[CH3:3].[NH:24]1[CH2:29][CH2:28][O:27][CH2:26][CH2:25]1.O. Product: [C:1]([NH:7][C:8]1[N:9]=[C:10]([N:24]2[CH2:29][CH2:28][O:27][CH2:26][CH2:25]2)[C:11]2[CH:17]=[C:16]([Br:18])[CH:15]=[N:14][C:12]=2[N:13]=1)(=[O:6])[C:2]([CH3:3])([CH3:4])[CH3:5]. The catalyst class is: 12. (2) Reactant: [C:1]([C:4]1[CH:9]=[CH:8][C:7](B(O)O)=[CH:6][CH:5]=1)(=[O:3])[CH3:2].[Br:13][C:14]1[CH:19]=[CH:18][CH:17]=[CH:16][C:15]=1Br. Product: [Br:13][C:14]1[CH:19]=[CH:18][CH:17]=[CH:16][C:15]=1[C:7]1[CH:8]=[CH:9][C:4]([C:1](=[O:3])[CH3:2])=[CH:5][CH:6]=1. The catalyst class is: 25. (3) Reactant: [CH2:1]([O:3][C:4]([C:6]1[N:7]=[C:8](S(C)(=O)=O)[N:9]([CH3:21])[C:10](=[O:20])[C:11]=1[O:12][CH2:13][C:14]1[CH:19]=[CH:18][CH:17]=[CH:16][CH:15]=1)=[O:5])[CH3:2].[OH:26][CH2:27][CH2:28][N:29]1[CH2:34][CH2:33][NH:32][CH2:31][CH2:30]1. Product: [CH2:1]([O:3][C:4]([C:6]1[N:7]=[C:8]([N:32]2[CH2:33][CH2:34][N:29]([CH2:28][CH2:27][OH:26])[CH2:30][CH2:31]2)[N:9]([CH3:21])[C:10](=[O:20])[C:11]=1[O:12][CH2:13][C:14]1[CH:19]=[CH:18][CH:17]=[CH:16][CH:15]=1)=[O:5])[CH3:2]. The catalyst class is: 1. (4) The catalyst class is: 57. Product: [C:1]([CH:5]1[N:14]2[C:9](=[CH:10][C:11](=[O:20])[C:12]([C:15]([O:17][CH2:18][CH3:19])=[O:16])=[CH:13]2)[C:8]2[CH:21]=[C:22]([O:31][CH3:32])[C:23]([O:25][CH2:26][CH2:27][CH2:28][O:29][CH3:30])=[CH:24][C:7]=2[CH2:6]1)([CH3:2])([CH3:3])[CH3:4]. Reactant: [C:1]([CH:5]1[N:14]2[CH:9]([CH2:10][C:11](=[O:20])[C:12]([C:15]([O:17][CH2:18][CH3:19])=[O:16])=[CH:13]2)[C:8]2[CH:21]=[C:22]([O:31][CH3:32])[C:23]([O:25][CH2:26][CH2:27][CH2:28][O:29][CH3:30])=[CH:24][C:7]=2[CH2:6]1)([CH3:4])([CH3:3])[CH3:2].C1(Cl)C(=O)C(Cl)=C(Cl)C(=O)C=1Cl. (5) Reactant: NC1[C:3]([O:17]C)=[C:4](NS(C)(=O)=O)[CH:5]=[C:6]([C:8](C)(C)C)C=1.C([N:21](CC)CC)C.O[N:27]1[C:31]2[CH:32]=[CH:33][CH:34]=[CH:35][C:30]=2N=N1. Product: [CH:6]([C:5]1[C:30]2[C:31](=[CH:32][CH:33]=[CH:34][CH:35]=2)[NH:27][C:4]=1[C:3]([NH2:21])=[O:17])=[CH2:8]. The catalyst class is: 31.